The task is: Predict the product of the given reaction.. This data is from Forward reaction prediction with 1.9M reactions from USPTO patents (1976-2016). (1) Given the reactants C1COC2C=CC(NC3C(F)=CN=C(NC4C=CC=C(O)C=4)N=3)=CC=2O1.[NH2:27][C:28]1[CH:33]=[C:32]([CH3:34])[C:31]([OH:35])=[C:30]([Cl:36])[CH:29]=1.[Cl:37][C:38]1[N:43]=[C:42](Cl)[C:41]([F:45])=[CH:40][N:39]=1, predict the reaction product. The product is: [Cl:37][C:38]1[N:43]=[C:42]([NH:27][C:28]2[CH:33]=[C:32]([CH3:34])[C:31]([OH:35])=[C:30]([Cl:36])[CH:29]=2)[C:41]([F:45])=[CH:40][N:39]=1. (2) Given the reactants [Br:1][C:2]1[CH:3]=[C:4]([N+:10]([O-])=O)[CH:5]=[CH:6][C:7]=1[CH2:8][CH3:9].C(Cl)Cl, predict the reaction product. The product is: [Br:1][C:2]1[CH:3]=[C:4]([CH:5]=[CH:6][C:7]=1[CH2:8][CH3:9])[NH2:10]. (3) Given the reactants C(N[C@@H](CC1C=CC=CC=1)C(=O)CCC(N[C@H](C(O)=O)CC1C2C(=CC=CC=2)NC=1)=O)(=O)C1C=CC=CC=1.C[O:40][C:41](=[O:74])[C@H:42]([CH2:67][C:68]1[CH:73]=[CH:72][CH:71]=[CH:70][CH:69]=1)[NH:43][C:44](=[O:66])[CH2:45][CH2:46][C:47](=[O:65])[C@@H:48]([NH:56][C:57](=[O:64])[C:58]1[CH:63]=[CH:62][CH:61]=[CH:60][CH:59]=1)[CH2:49][C:50]1[CH:55]=[CH:54][CH:53]=[CH:52][CH:51]=1.[Li+].[OH-], predict the reaction product. The product is: [C:57]([NH:56][C@@H:48]([CH2:49][C:50]1[CH:51]=[CH:52][CH:53]=[CH:54][CH:55]=1)[C:47](=[O:65])[CH2:46][CH2:45][C:44]([NH:43][C@H:42]([C:41]([OH:74])=[O:40])[CH2:67][C:68]1[CH:69]=[CH:70][CH:71]=[CH:72][CH:73]=1)=[O:66])(=[O:64])[C:58]1[CH:59]=[CH:60][CH:61]=[CH:62][CH:63]=1. (4) Given the reactants Br[C:2]1[C:3](=[O:11])[N:4]([CH3:10])[C:5](=[O:9])[N:6]([CH3:8])[N:7]=1.[Cl:12][C:13]1[CH:25]=[CH:24][CH:23]=[CH:22][C:14]=1[O:15][CH:16]1[CH2:21][CH2:20][NH:19][CH2:18][CH2:17]1, predict the reaction product. The product is: [Cl:12][C:13]1[CH:25]=[CH:24][CH:23]=[CH:22][C:14]=1[O:15][CH:16]1[CH2:21][CH2:20][N:19]([C:2]2[C:3](=[O:11])[N:4]([CH3:10])[C:5](=[O:9])[N:6]([CH3:8])[N:7]=2)[CH2:18][CH2:17]1.[CH2:14]([OH:15])[CH2:13][CH2:25][CH3:24]. (5) Given the reactants [F:1][C:2]1[CH:7]=[CH:6][C:5]([N:8]2[CH:13]=[C:12]([N+:14]([O-:16])=[O:15])[CH:11]=[C:10]([C:17]([OH:19])=O)[C:9]2=[O:20])=[CH:4][CH:3]=1.Cl.Cl.[F:23][C:24]1[CH:25]=[C:26]([NH:51]C(NC(=O)CC2C=CC(F)=CC=2)=S)[CH:27]=[CH:28][C:29]=1[O:30][C:31]1[C:36]2=[C:37]([CH3:50])C(OCCN3CCN(C)CC3)=CN2N=CN=1.CN([P+](ON1N=[N:83][C:78]2[CH:79]=CC=CC1=2)(N(C)C)N(C)C)C.F[P-](F)(F)(F)(F)F.[CH2:92]([N:94](CC)CC)C, predict the reaction product. The product is: [NH:94]1[C:92]2=[N:83][CH:78]=[CH:79][C:31]([O:30][C:29]3[CH:28]=[CH:27][C:26]([NH:51][C:17]([C:10]4[C:9](=[O:20])[N:8]([C:5]5[CH:4]=[CH:3][C:2]([F:1])=[CH:7][CH:6]=5)[CH:13]=[C:12]([N+:14]([O-:16])=[O:15])[CH:11]=4)=[O:19])=[CH:25][C:24]=3[F:23])=[C:36]2[CH:37]=[CH:50]1. (6) Given the reactants C([O:5][C:6](=[O:11])[CH2:7][CH2:8][CH2:9]Br)(C)(C)C.[C:12]([O:25][CH2:26][C:27]1[CH:32]=[CH:31][CH:30]=[CH:29][CH:28]=1)(=[O:24])[CH2:13][C:14]([O:16][CH2:17][C:18]1[CH:23]=[CH:22][CH:21]=[CH:20][CH:19]=1)=[O:15].C(=O)([O-])[O-].[K+].[K+].[Cl-].[NH4+], predict the reaction product. The product is: [C:6]([CH2:7][CH2:8][CH2:9][CH:13]([C:12]([O:25][CH2:26][C:27]1[CH:28]=[CH:29][CH:30]=[CH:31][CH:32]=1)=[O:24])[C:14]([O:16][CH2:17][C:18]1[CH:23]=[CH:22][CH:21]=[CH:20][CH:19]=1)=[O:15])([OH:11])=[O:5].